Predict the product of the given reaction. From a dataset of Forward reaction prediction with 1.9M reactions from USPTO patents (1976-2016). (1) Given the reactants [CH3:1][O:2][C:3]([C:5]1[C:13]2[N:12]([CH:14]3[CH2:16][CH2:15]3)[C:11]([C@@H:17]([NH:19][C:20]3[N:28]=[CH:27][N:26]=[C:25]4[C:21]=3[N:22]=[CH:23][N:24]4C3CCCCO3)[CH3:18])=[N:10][C:9]=2[CH:8]=[CH:7][C:6]=1[F:35])=[O:4], predict the reaction product. The product is: [CH:14]1([N:12]2[C:13]3[C:5]([C:3]([O:2][CH3:1])=[O:4])=[C:6]([F:35])[CH:7]=[CH:8][C:9]=3[N:10]=[C:11]2[C@@H:17]([NH:19][C:20]2[N:28]=[CH:27][N:26]=[C:25]3[C:21]=2[N:22]=[CH:23][NH:24]3)[CH3:18])[CH2:16][CH2:15]1. (2) Given the reactants COC(=O)C(N1C(=O)CC[N:11]([C:16](=O)/[CH:17]=[CH:18]/[C:19]2C=CC(Cl)=C(Cl)C=2)CC1)CCO.[Cl:29][C:30]1[CH:31]=[C:32](/[CH:37]=[CH:38]/[C:39]([N:41]2[CH2:47][CH2:46][C:45](=[O:48])[N:44]([CH:49]3[CH2:53][CH2:52][O:51][C:50]3=[O:54])[CH2:43][CH2:42]2)=[O:40])[CH:33]=[CH:34][C:35]=1[Cl:36].N1CCCC1, predict the reaction product. The product is: [Cl:29][C:30]1[CH:31]=[C:32](/[CH:37]=[CH:38]/[C:39]([N:41]2[CH2:47][CH2:46][C:45](=[O:48])[N:44]([CH:49]([C:50]([N:11]3[CH2:16][CH2:17][CH2:18][CH2:19]3)=[O:54])[CH2:53][CH2:52][OH:51])[CH2:43][CH2:42]2)=[O:40])[CH:33]=[CH:34][C:35]=1[Cl:36]. (3) Given the reactants [NH:1]1[CH2:6][CH2:5][CH2:4][CH2:3][CH2:2]1.C(=O)([O-])[O-].[Cs+].[Cs+].C1(P(C2CCCCC2)C2C=CC=CC=2C2C(C(C)C)=CC(C(C)C)=CC=2C(C)C)CCCCC1.[CH2:47]([O:54][C:55]1[CH:81]=[CH:80][C:79](Br)=[CH:78][C:56]=1[C:57]([NH:59][C:60]1[CH:69]=[C:68]([C:70]2[CH:75]=[CH:74][CH:73]=[CH:72][CH:71]=2)[C:67]([O:76][CH3:77])=[CH:66][C:61]=1[C:62]([O:64][CH3:65])=[O:63])=[O:58])[C:48]1[CH:53]=[CH:52][CH:51]=[CH:50][CH:49]=1, predict the reaction product. The product is: [CH2:47]([O:54][C:55]1[CH:81]=[CH:80][C:79]([N:1]2[CH2:6][CH2:5][CH2:4][CH2:3][CH2:2]2)=[CH:78][C:56]=1[C:57]([NH:59][C:60]1[CH:69]=[C:68]([C:70]2[CH:71]=[CH:72][CH:73]=[CH:74][CH:75]=2)[C:67]([O:76][CH3:77])=[CH:66][C:61]=1[C:62]([O:64][CH3:65])=[O:63])=[O:58])[C:48]1[CH:49]=[CH:50][CH:51]=[CH:52][CH:53]=1.